From a dataset of Drug-target binding data from BindingDB using IC50 measurements. Regression. Given a target protein amino acid sequence and a drug SMILES string, predict the binding affinity score between them. We predict pIC50 (pIC50 = -log10(IC50 in M); higher means more potent). Dataset: bindingdb_ic50. (1) The target protein (Q05397) has sequence MAAAYLDPNLNHTPNSSTKTHLGTGMERSPGAMERVLKVFHYFESNSEPTTWASIIRHGDATDVRGIIQKIVDSHKVKHVACYGFRLSHLRSEEVHWLHVDMGVSSVREKYELAHPPEEWKYELRIRYLPKGFLNQFTEDKPTLNFFYQQVKSDYMLEIADQVDQEIALKLGCLEIRRSYWEMRGNALEKKSNYEVLEKDVGLKRFFPKSLLDSVKAKTLRKLIQQTFRQFANLNREESILKFFEILSPVYRFDKECFKCALGSSWIISVELAIGPEEGISYLTDKGCNPTHLADFTQVQTIQYSNSEDKDRKGMLQLKIAGAPEPLTVTAPSLTIAENMADLIDGYCRLVNGTSQSFIIRPQKEGERALPSIPKLANSEKQGMRTHAVSVSETDDYAEIIDEEDTYTMPSTRDYEIQRERIELGRCIGEGQFGDVHQGIYMSPENPALAVAIKTCKNCTSDSVREKFLQEALTMRQFDHPHIVKLIGVITENPVWIIME.... The compound is CC(C)(C(=O)NCCn1ccc2ncnc(Nc3ccc(Oc4cccc(Cl)c4)c(Cl)c3)c21)S(C)(=O)=O. The pIC50 is 5.0. (2) The small molecule is CCC(Cc1ccc(C(=O)NC(CCC(=O)O)C(=O)O)cc1)c1cnc2nc(N)nc(N)c2n1. The target protein (Q9CWJ9) has sequence MAPSQLALFSVSDKTGLVEFARSLASLGLSLVASGGTAKAIRDAGLAVRDVSELTGFPEMLGGRVKTLHPAVHAGILARNIPEDAADMARLDFNLVRVVVCNLYPFVKTVASPDVTVEAAVEQIDIGGVTLLRAAAKNHARVTVVCEPEDYAGVAAEMHGSDSKDTSLETRRHLALKAFTHTAQYDEAISDYFRKQYSKGISQMPLRYGMNPHQTPAQLYTLKPKLPITVLNGAPGFINLCDALNAWQLVTELRGAVDIPAAASFKHVSPAGAAVGVPLSEDEARVCMVYDLYPTLTPLAVAYARARGADRMSSFGDFVALSDICDVPTAKIISREVSDGIVAPGYEEEALKILSKKKNGNYCVLQMDQSYKPDENEVRTLFGLRLSQKRNNGVVDKSLFSNIVTKNKDLPESALRDLIVATVAVKYTQSNSVCYAKDGQVIGIGAGQQSRIHCTRLAGDKANSWWLRHHPRVLSMKFKAGVKRAEISNAIDQYVTGTIG.... The pIC50 is 4.3. (3) The small molecule is CC1=CC(C)(C)Nc2c(C)cc(Cc3cnc(N)nc3N)cc21. The target protein (P00382) has sequence MKLSLMVAISKNGVIGNGPDIPWSAKGEQLLFKAITYNQWLLVGRKTFESMGALPNRKYAVVTRSSFTSDNENVLIFPSIKDALTNLKKITDHVIVSGGGEIYKSLIDQVDTLHISTIDIEPEGDVYFPEIPSNFRPVFTQDFASNINYSYQIWQKG. The pIC50 is 7.8.